Dataset: Forward reaction prediction with 1.9M reactions from USPTO patents (1976-2016). Task: Predict the product of the given reaction. (1) Given the reactants [NH:1]1[C:9]2[C:4](=[CH:5][CH:6]=[CH:7][CH:8]=2)[CH:3]=[C:2]1[C:10]([N:12]1[CH2:17][CH2:16][N:15]([CH3:18])[CH2:14][CH2:13]1)=[O:11].[Cl:19]N1C(=O)CCC1=O, predict the reaction product. The product is: [Cl:19][C:3]1[C:4]2[C:9](=[CH:8][CH:7]=[CH:6][CH:5]=2)[NH:1][C:2]=1[C:10]([N:12]1[CH2:13][CH2:14][N:15]([CH3:18])[CH2:16][CH2:17]1)=[O:11]. (2) Given the reactants [Cl:1][C:2]1[N:10]=[C:9]2[C:5]([N:6]([CH2:21][C@H:22]3[CH2:27][CH2:26][C@H:25]([CH3:28])[CH2:24][CH2:23]3)[C:7]([CH:11]([C:13]3[CH:18]=[CH:17][CH:16]=[CH:15][C:14]=3[O:19][CH3:20])[OH:12])=[N:8]2)=[C:4]([C:29]2[CH:30]=[N:31][CH:32]=[C:33]([Cl:35])[CH:34]=2)[N:3]=1.CC(OI1(OC(C)=O)(OC(C)=O)OC(=O)C2C=CC=CC1=2)=O, predict the reaction product. The product is: [Cl:1][C:2]1[N:10]=[C:9]2[C:5]([N:6]([CH2:21][C@H:22]3[CH2:23][CH2:24][C@H:25]([CH3:28])[CH2:26][CH2:27]3)[C:7]([C:11]([C:13]3[CH:18]=[CH:17][CH:16]=[CH:15][C:14]=3[O:19][CH3:20])=[O:12])=[N:8]2)=[C:4]([C:29]2[CH:30]=[N:31][CH:32]=[C:33]([Cl:35])[CH:34]=2)[N:3]=1. (3) Given the reactants [Cl:1][C:2]1[C:3]([NH:21][NH:22][C:23](=O)[CH2:24][C:25]([F:28])([F:27])[F:26])=[N:4][CH:5]=[N:6][C:7]=1[N:8]1[CH2:13][CH2:12][CH:11]([C:14]2[CH:19]=[CH:18][C:17]([F:20])=[CH:16][CH:15]=2)[CH2:10][CH2:9]1.C1(P(C2C=CC=CC=2)C2C=CC=CC=2)C=CC=CC=1.N([Si](C)(C)C)=[N+]=[N-].CCOC(/N=N/C(OCC)=O)=O.C1(C)C=CC=CC=1, predict the reaction product. The product is: [Cl:1][C:2]1[C:3]2[N:4]([C:23]([CH2:24][C:25]([F:28])([F:27])[F:26])=[N:22][N:21]=2)[CH:5]=[N:6][C:7]=1[N:8]1[CH2:13][CH2:12][CH:11]([C:14]2[CH:19]=[CH:18][C:17]([F:20])=[CH:16][CH:15]=2)[CH2:10][CH2:9]1. (4) Given the reactants [OH:1][C:2]1[CH:11]=[C:10]2[C:5]([C:6]([O:12][C:13]3[CH:14]=[C:15]4[C:19](=[CH:20][CH:21]=3)[NH:18][CH:17]=[CH:16]4)=[N:7][CH:8]=[N:9]2)=[CH:4][C:3]=1[O:22][CH3:23].[CH3:24][N:25]([CH2:27][CH2:28][CH2:29]O)[CH3:26], predict the reaction product. The product is: [CH3:24][N:25]([CH2:27][CH2:28][CH2:29][O:1][C:2]1[CH:11]=[C:10]2[C:5]([C:6]([O:12][C:13]3[CH:14]=[C:15]4[C:19](=[CH:20][CH:21]=3)[NH:18][CH:17]=[CH:16]4)=[N:7][CH:8]=[N:9]2)=[CH:4][C:3]=1[O:22][CH3:23])[CH3:26]. (5) Given the reactants [C:1]([O:5][C:6]([N:8]1[CH2:12][CH2:11][CH2:10][C@H:9]1[C@@H:13]([OH:37])[C@H:14]([N:22](CC1C=CC=CC=1)CC1C=CC=CC=1)[CH2:15][C:16]1[CH:21]=[CH:20][CH:19]=[CH:18][CH:17]=1)=[O:7])([CH3:4])([CH3:3])[CH3:2].[H][H], predict the reaction product. The product is: [C:1]([O:5][C:6]([N:8]1[CH2:12][CH2:11][CH2:10][C@H:9]1[C@@H:13]([OH:37])[C@H:14]([NH2:22])[CH2:15][C:16]1[CH:17]=[CH:18][CH:19]=[CH:20][CH:21]=1)=[O:7])([CH3:4])([CH3:2])[CH3:3]. (6) Given the reactants FC(F)(F)C(O)=O.C(OC(=O)[NH:14][CH:15]1[CH:20]2[CH:16]1[CH2:17][N:18]([C:21]([C:23]1[S:31][C:30]3[C:25](=[N:26][CH:27]=[CH:28][C:29]=3[Cl:32])[CH:24]=1)=[O:22])[CH2:19]2)(C)(C)C, predict the reaction product. The product is: [NH2:14][CH:15]1[CH:16]2[CH:20]1[CH2:19][N:18]([C:21]([C:23]1[S:31][C:30]3[C:25](=[N:26][CH:27]=[CH:28][C:29]=3[Cl:32])[CH:24]=1)=[O:22])[CH2:17]2.